From a dataset of Catalyst prediction with 721,799 reactions and 888 catalyst types from USPTO. Predict which catalyst facilitates the given reaction. Reactant: [Si]([O:8][CH2:9][CH2:10][CH2:11][CH2:12][C:13]1[CH:18]=[CH:17][C:16]([CH2:19][CH2:20][O:21][C:22]2[C:31]3[C:26](=[CH:27][CH:28]=[CH:29][CH:30]=3)[N:25]=[CH:24][N:23]=2)=[CH:15][CH:14]=1)(C(C)(C)C)(C)C.[F-].C([N+](CCCC)(CCCC)CCCC)CCC. The catalyst class is: 6. Product: [OH:8][CH2:9][CH2:10][CH2:11][CH2:12][C:13]1[CH:18]=[CH:17][C:16]([CH2:19][CH2:20][O:21][C:22]2[C:31]3[C:26](=[CH:27][CH:28]=[CH:29][CH:30]=3)[N:25]=[CH:24][N:23]=2)=[CH:15][CH:14]=1.